Task: Predict which catalyst facilitates the given reaction.. Dataset: Catalyst prediction with 721,799 reactions and 888 catalyst types from USPTO (1) The catalyst class is: 2. Reactant: [C:1]([N:5]1[CH2:10][CH2:9][NH:8][CH2:7][CH2:6]1)([CH3:4])([CH3:3])[CH3:2].O=[C:12]1[CH2:29][CH2:28][C:15]2([CH2:20][CH2:19][N:18]([C:21]([O:23][C:24]([CH3:27])([CH3:26])[CH3:25])=[O:22])[CH2:17][CH2:16]2)[CH2:14][CH2:13]1.C(N(CC)CC)C.C(O[BH-](OC(=O)C)OC(=O)C)(=O)C.[Na+].C([O-])(O)=O.[Na+]. Product: [C:1]([N:5]1[CH2:10][CH2:9][N:8]([CH:12]2[CH2:29][CH2:28][C:15]3([CH2:16][CH2:17][N:18]([C:21]([O:23][C:24]([CH3:25])([CH3:26])[CH3:27])=[O:22])[CH2:19][CH2:20]3)[CH2:14][CH2:13]2)[CH2:7][CH2:6]1)([CH3:4])([CH3:3])[CH3:2]. (2) Reactant: [H-].[Na+].N[C:4]1[CH:9]=[CH:8][CH:7]=[CH:6][CH:5]=1.C[C:11]1[CH2:15][C:14](C)=[C:13](C)[C:12]=1[CH3:18].Cl[Si:20]([C:23]1[CH:28]=[C:27]([CH2:29][CH2:30][CH2:31]CCC)[CH:26]=C(CCCCCC)[CH:24]=1)([CH3:22])[CH3:21].[C:41](=O)([O-])[O-].[Na+].[Na+].[C:47]1(C)[CH:52]=[CH:51][CH:50]=[CH:49][CH:48]=1. Product: [CH2:51]([C:6]1[CH:5]=[C:4]([C:28]2[C:23]([SiH:20]([CH3:21])[CH3:22])([CH3:24])[C:30]([CH3:31])=[C:29]([CH3:41])[C:27]=2[CH3:26])[CH:9]=[C:8]([CH2:11][CH2:15][CH2:14][CH2:13][CH2:12][CH3:18])[CH:7]=1)[CH2:52][CH2:47][CH2:48][CH2:49][CH3:50]. The catalyst class is: 7. (3) Reactant: [CH3:1][O:2][C:3]1[CH:4]=[C:5]([C:9](=[N:11][OH:12])[CH3:10])[CH:6]=[CH:7][CH:8]=1.C([Li])CCC.[O:18]1[CH:22]=[CH:21][C:20]([C:23](OCC)=O)=[CH:19]1.Cl.C(=O)([O-])O.[Na+]. Product: [O:18]1[CH:22]=[CH:21][C:20]([C:23]2[O:12][N:11]=[C:9]([C:5]3[CH:6]=[CH:7][CH:8]=[C:3]([O:2][CH3:1])[CH:4]=3)[CH:10]=2)=[CH:19]1. The catalyst class is: 1. (4) Reactant: [NH2:1][C:2]1[CH:7]=[C:6]([N+:8]([O-:10])=[O:9])[CH:5]=[CH:4][C:3]=1[OH:11].[CH3:12][C:13]([O:16][C:17](O[C:17]([O:16][C:13]([CH3:15])([CH3:14])[CH3:12])=[O:18])=[O:18])([CH3:15])[CH3:14]. Product: [OH:11][C:3]1[CH:4]=[CH:5][C:6]([N+:8]([O-:10])=[O:9])=[CH:7][C:2]=1[NH:1][C:17](=[O:18])[O:16][C:13]([CH3:15])([CH3:14])[CH3:12]. The catalyst class is: 14. (5) Reactant: [NH2:1][C:2]1[CH:7]=[CH:6][CH:5]=[CH:4][CH:3]=1.[CH3:8][C:9]([CH3:14])=[CH:10][C:11](Cl)=[O:12]. Product: [CH3:8][C:9]([CH3:14])=[CH:10][C:11]([NH:1][C:2]1[CH:7]=[CH:6][CH:5]=[CH:4][CH:3]=1)=[O:12]. The catalyst class is: 22. (6) Product: [Cl:13][CH:8]([C:7]1[CH:6]=[CH:5][N:4]=[CH:3][C:2]=1[F:1])[CH3:9]. The catalyst class is: 6. Reactant: [F:1][C:2]1[CH:3]=[N:4][CH:5]=[CH:6][C:7]=1[CH:8](O)[CH3:9].S(Cl)([Cl:13])=O.C(=O)(O)[O-].[Na+].